This data is from NCI-60 drug combinations with 297,098 pairs across 59 cell lines. The task is: Regression. Given two drug SMILES strings and cell line genomic features, predict the synergy score measuring deviation from expected non-interaction effect. (1) Drug 1: CCC1(CC2CC(C3=C(CCN(C2)C1)C4=CC=CC=C4N3)(C5=C(C=C6C(=C5)C78CCN9C7C(C=CC9)(C(C(C8N6C=O)(C(=O)OC)O)OC(=O)C)CC)OC)C(=O)OC)O.OS(=O)(=O)O. Drug 2: CC(C)(C#N)C1=CC(=CC(=C1)CN2C=NC=N2)C(C)(C)C#N. Cell line: DU-145. Synergy scores: CSS=-1.80, Synergy_ZIP=2.41, Synergy_Bliss=3.44, Synergy_Loewe=2.48, Synergy_HSA=-0.199. (2) Drug 1: C1=CC=C(C(=C1)C(C2=CC=C(C=C2)Cl)C(Cl)Cl)Cl. Drug 2: CN(CCCl)CCCl.Cl. Cell line: CCRF-CEM. Synergy scores: CSS=20.7, Synergy_ZIP=2.64, Synergy_Bliss=0.880, Synergy_Loewe=-51.8, Synergy_HSA=-7.49. (3) Drug 1: CC1OCC2C(O1)C(C(C(O2)OC3C4COC(=O)C4C(C5=CC6=C(C=C35)OCO6)C7=CC(=C(C(=C7)OC)O)OC)O)O. Drug 2: CNC(=O)C1=NC=CC(=C1)OC2=CC=C(C=C2)NC(=O)NC3=CC(=C(C=C3)Cl)C(F)(F)F. Cell line: HCC-2998. Synergy scores: CSS=14.7, Synergy_ZIP=-2.80, Synergy_Bliss=-0.274, Synergy_Loewe=-4.28, Synergy_HSA=-3.57. (4) Drug 1: CC1C(C(CC(O1)OC2CC(OC(C2O)C)OC3=CC4=CC5=C(C(=O)C(C(C5)C(C(=O)C(C(C)O)O)OC)OC6CC(C(C(O6)C)O)OC7CC(C(C(O7)C)O)OC8CC(C(C(O8)C)O)(C)O)C(=C4C(=C3C)O)O)O)O. Drug 2: CC1=C(N=C(N=C1N)C(CC(=O)N)NCC(C(=O)N)N)C(=O)NC(C(C2=CN=CN2)OC3C(C(C(C(O3)CO)O)O)OC4C(C(C(C(O4)CO)O)OC(=O)N)O)C(=O)NC(C)C(C(C)C(=O)NC(C(C)O)C(=O)NCCC5=NC(=CS5)C6=NC(=CS6)C(=O)NCCC[S+](C)C)O. Cell line: DU-145. Synergy scores: CSS=32.3, Synergy_ZIP=-4.47, Synergy_Bliss=0.0342, Synergy_Loewe=-10.9, Synergy_HSA=1.33. (5) Drug 1: CCCCC(=O)OCC(=O)C1(CC(C2=C(C1)C(=C3C(=C2O)C(=O)C4=C(C3=O)C=CC=C4OC)O)OC5CC(C(C(O5)C)O)NC(=O)C(F)(F)F)O. Drug 2: N.N.Cl[Pt+2]Cl. Cell line: HCC-2998. Synergy scores: CSS=62.1, Synergy_ZIP=-8.21, Synergy_Bliss=-5.22, Synergy_Loewe=-3.05, Synergy_HSA=-0.820. (6) Drug 1: C(=O)(N)NO. Drug 2: C#CCC(CC1=CN=C2C(=N1)C(=NC(=N2)N)N)C3=CC=C(C=C3)C(=O)NC(CCC(=O)O)C(=O)O. Cell line: EKVX. Synergy scores: CSS=-2.90, Synergy_ZIP=7.22, Synergy_Bliss=-1.69, Synergy_Loewe=0.716, Synergy_HSA=-3.59.